Task: Predict the reactants needed to synthesize the given product.. Dataset: Full USPTO retrosynthesis dataset with 1.9M reactions from patents (1976-2016) (1) Given the product [C:3]([C:7]1[CH:8]=[C:9]([CH3:12])[C:10](=[C:21]([C:23]2[CH:28]=[CH:27][C:26]([C:29]([CH3:31])([CH3:30])[CH3:32])=[CH:25][CH:24]=2)[C:20]2[CH:33]=[CH:34][C:17]([C:13]([CH3:15])([CH3:14])[CH3:16])=[CH:18][CH:19]=2)[CH:11]=1)([CH3:6])([CH3:5])[CH3:4], predict the reactants needed to synthesize it. The reactants are: [OH-].[K+].[C:3]([C:7]1[CH:8]=[C:9]([CH3:12])[CH2:10][CH:11]=1)([CH3:6])([CH3:5])[CH3:4].[C:13]([C:17]1[CH:34]=[CH:33][C:20]([C:21]([C:23]2[CH:28]=[CH:27][C:26]([C:29]([CH3:32])([CH3:31])[CH3:30])=[CH:25][CH:24]=2)=O)=[CH:19][CH:18]=1)([CH3:16])([CH3:15])[CH3:14].Cl. (2) Given the product [CH:1]1([C:6]2[C:14]3[C:9](=[CH:10][C:49]([C:48]([NH:41][C:37]4([C:35]5[N:34]([CH3:42])[C:33]6[CH:43]=[CH:44][C:30](/[CH:29]=[CH:28]/[C:27]([OH:26])=[O:45])=[CH:31][C:32]=6[N:36]=5)[CH2:38][CH2:39][CH2:40]4)=[O:47])=[CH:50][CH:13]=3)[N:8]([CH3:61])[C:7]=2[C:19]2[CH:24]=[CH:23][CH:22]=[CH:21][N:20]=2)[CH2:5][CH2:4][CH2:3][CH2:2]1, predict the reactants needed to synthesize it. The reactants are: [CH:1]1([C:6]2[C:14]3[C:9](=[CH:10]C(C(O)=O)=C[CH:13]=3)[N:8](C)[C:7]=2[C:19]2[CH:24]=[CH:23][CH:22]=[CH:21][N:20]=2)[CH2:5][CH2:4][CH2:3][CH2:2]1.C[O:26][C:27](=[O:45])/[CH:28]=[CH:29]/[C:30]1[CH:44]=[CH:43][C:33]2[N:34]([CH3:42])[C:35]([C:37]3([NH2:41])[CH2:40][CH2:39][CH2:38]3)=[N:36][C:32]=2[CH:31]=1.C[O:47][C:48](=O)/[CH:49]=[CH:50]/C1C=CC(NC)=C(N)C=1.[CH3:61]N(C(ON1N=NC2C=CC=NC1=2)=[N+](C)C)C.F[P-](F)(F)(F)(F)F.CCN(CC)CC.[OH-].[Na+]. (3) Given the product [CH2:40]([C:36]1([CH2:35][O:34][C:7]2[CH:2]=[C:3]([C:14]([OH:16])=[O:15])[C:4]([C:8]3[CH:9]=[CH:10][CH:11]=[CH:12][CH:13]=3)=[CH:5][CH:6]=2)[CH2:39][O:38][CH2:37]1)[CH3:41], predict the reactants needed to synthesize it. The reactants are: O[C:2]1[CH:7]=[CH:6][CH:5]=[C:4]([C:8]2[CH:13]=[CH:12][CH:11]=[CH:10][CH:9]=2)[C:3]=1[C:14]([O:16]CC)=[O:15].[OH-].[K+].C(O)C.S([O:34][CH2:35][C:36]1([CH2:40][CH3:41])[CH2:39][O:38][CH2:37]1)(C1C=CC(C)=CC=1)(=O)=O. (4) Given the product [F:59][C:2]1([F:1])[CH2:3][CH2:4][CH:5]([C:8]2[C:17]3[CH:16]([OH:18])[CH2:15][C:14]([CH3:29])([CH3:28])[CH2:13][C:12]=3[N:11]=[C:10]([CH:30]3[CH2:35][CH2:34][N:33]([C:36]4[N:41]=[CH:40][C:39]([CH2:42][O:43][CH:44]([CH3:45])[CH3:46])=[CH:38][N:37]=4)[CH2:32][CH2:31]3)[C:9]=2[CH:47]([F:58])[C:48]2[CH:49]=[CH:50][C:51]([C:54]([F:55])([F:57])[F:56])=[CH:52][CH:53]=2)[CH2:6][CH2:7]1, predict the reactants needed to synthesize it. The reactants are: [F:1][C:2]1([F:59])[CH2:7][CH2:6][CH:5]([C:8]2[C:17]3[CH:16]([O:18]CC4C=CC(OC)=CC=4)[CH2:15][C:14]([CH3:29])([CH3:28])[CH2:13][C:12]=3[N:11]=[C:10]([CH:30]3[CH2:35][CH2:34][N:33]([C:36]4[N:41]=[CH:40][C:39]([CH2:42][O:43][CH:44]([CH3:46])[CH3:45])=[CH:38][N:37]=4)[CH2:32][CH2:31]3)[C:9]=2[CH:47]([F:58])[C:48]2[CH:53]=[CH:52][C:51]([C:54]([F:57])([F:56])[F:55])=[CH:50][CH:49]=2)[CH2:4][CH2:3]1.FC1(F)CCC(C2C3C(OCC4C=CC(OC)=CC=4)CC(C)(C)CC=3N=C(C3CCN(C4N=CC(COCC)=CN=4)CC3)C=2C(F)C2C=CC(C(F)(F)F)=CC=2)CC1. (5) Given the product [CH2:1]([C:8]1[CH:15]=[CH:14][C:11]([CH:12]=[O:13])=[C:10]([OH:16])[CH:9]=1)[C:2]1[CH:3]=[CH:4][CH:5]=[CH:6][CH:7]=1, predict the reactants needed to synthesize it. The reactants are: [CH2:1]([C:8]1[CH:15]=[CH:14][C:11]([CH:12]=[O:13])=[C:10]([O:16]C)[CH:9]=1)[C:2]1[CH:7]=[CH:6][CH:5]=[CH:4][CH:3]=1.[Na+].[I-].